Predict the reaction yield, written as a fraction of the theoretical maximum amount of product (1.0 means a 100% yield; for example, 0.34 means a 34% yield). From a dataset of Reaction yield outcomes from USPTO patents with 853,638 reactions. (1) The reactants are [NH2:1][C:2]1[C:11]2[C:6](=[CH:7][C:8]([F:21])=[C:9]([O:12][C:13]3[C:18]([CH3:19])=[CH:17][CH:16]=[CH:15][C:14]=3[CH3:20])[CH:10]=2)[N:5]=[C:4]([N:22]2[CH:26]=[C:25]([C:27]([O:29]CC)=[O:28])[CH:24]=[N:23]2)[N:3]=1.[Li+].[OH-].Cl. The catalyst is C1COCC1. The product is [NH2:1][C:2]1[C:11]2[C:6](=[CH:7][C:8]([F:21])=[C:9]([O:12][C:13]3[C:14]([CH3:20])=[CH:15][CH:16]=[CH:17][C:18]=3[CH3:19])[CH:10]=2)[N:5]=[C:4]([N:22]2[CH:26]=[C:25]([C:27]([OH:29])=[O:28])[CH:24]=[N:23]2)[N:3]=1. The yield is 0.740. (2) The reactants are [Si:1]([O:8][C@H:9]([CH3:21])[CH2:10][N:11]1[C:19]2[C:14](=[CH:15][CH:16]=[C:17]([OH:20])[CH:18]=2)[CH:13]=[N:12]1)([C:4]([CH3:7])([CH3:6])[CH3:5])([CH3:3])[CH3:2].C=O.[OH-].[Na+].Br[CH2:27][C:28]([O:30][C:31]([CH3:34])([CH3:33])[CH3:32])=[O:29].[C:35](=O)(O)[O-:36].[Na+]. The catalyst is CN(C=O)C. The product is [C:31]([O:30][C:28](=[O:29])[CH2:27][O:20][C:17]1[C:18]([CH2:35][OH:36])=[C:19]2[C:14]([CH:13]=[N:12][N:11]2[CH2:10][C@H:9]([O:8][Si:1]([C:4]([CH3:7])([CH3:5])[CH3:6])([CH3:3])[CH3:2])[CH3:21])=[CH:15][CH:16]=1)([CH3:34])([CH3:33])[CH3:32]. The yield is 0.640. (3) The reactants are [CH2:1]([S:8][C:9]1[N:18]=[C:17](Br)[C:16]2[N:15]=[C:14]([C:20]([O:22][CH3:23])=[O:21])[C:13](=[O:24])[NH:12][C:11]=2[N:10]=1)[C:2]1[CH:7]=[CH:6][CH:5]=[CH:4][CH:3]=1.C(N(C(C)C)C(C)C)C.[NH2:34][C@@H:35]([CH2:39][OH:40])[C@H:36]([CH3:38])[OH:37].O. The catalyst is CN1CCCC1=O.CC(O)=O. The product is [CH2:1]([S:8][C:9]1[N:18]=[C:17]([NH:34][C@@H:35]([CH2:39][OH:40])[C@@H:36]([OH:37])[CH3:38])[C:16]2[N:15]=[C:14]([C:20]([O:22][CH3:23])=[O:21])[C:13](=[O:24])[NH:12][C:11]=2[N:10]=1)[C:2]1[CH:7]=[CH:6][CH:5]=[CH:4][CH:3]=1. The yield is 0.920. (4) The reactants are [F:1][C:2]([F:16])([F:15])[C:3]1[N:4]=[C:5]([C:8]2[CH:13]=[CH:12][CH:11]=[CH:10][C:9]=2[NH2:14])[NH:6][CH:7]=1.[Cl:17][C:18]1[N:23]=[C:22](Cl)[C:21]([Cl:25])=[CH:20][N:19]=1.[Cl-].[NH4+]. The catalyst is CN(C)C=O. The product is [Cl:17][C:18]1[N:23]=[C:22]([NH:14][C:9]2[CH:10]=[CH:11][CH:12]=[CH:13][C:8]=2[C:5]2[NH:6][CH:7]=[C:3]([C:2]([F:1])([F:15])[F:16])[N:4]=2)[C:21]([Cl:25])=[CH:20][N:19]=1. The yield is 0.670.